Dataset: Reaction yield outcomes from USPTO patents with 853,638 reactions. Task: Predict the reaction yield, written as a fraction of the theoretical maximum amount of product (1.0 means a 100% yield; for example, 0.34 means a 34% yield). (1) The reactants are [N:1]1([CH2:7][CH2:8][CH2:9][O:10][C:11]2[CH:19]=[CH:18][C:17]3[N:16]4[CH2:20][CH2:21][NH:22][C:23](=[O:24])[C:15]4=[CH:14][C:13]=3[CH:12]=2)[CH2:6][CH2:5][CH2:4][CH2:3][CH2:2]1.[CH3:25][C@H]1N[C@H](C)CC1. No catalyst specified. The product is [CH3:6][C@H:5]1[CH2:4][CH2:3][C@H:2]([CH3:25])[N:1]1[CH2:7][CH2:8][CH2:9][O:10][C:11]1[CH:19]=[CH:18][C:17]2[N:16]3[CH2:20][CH2:21][NH:22][C:23](=[O:24])[C:15]3=[CH:14][C:13]=2[CH:12]=1. The yield is 0.0700. (2) The reactants are [CH3:1][O:2][C:3]1[CH:10]=[C:9]([O:11][CH3:12])[CH:8]=[CH:7][C:4]=1[CH2:5]O.[NH:13]1[C:17](=[O:18])[CH2:16][CH2:15][C:14]1=[O:19].ClCCl.C1(P(C2C=CC=CC=2)C2C=CC=CC=2)C=CC=CC=1. The catalyst is O1CCCC1. The product is [CH3:1][O:2][C:3]1[CH:10]=[C:9]([O:11][CH3:12])[CH:8]=[CH:7][C:4]=1[CH2:5][N:13]1[C:17](=[O:18])[CH2:16][CH2:15][C:14]1=[O:19]. The yield is 0.460. (3) The reactants are [NH:1]1[CH:5]=[C:4]([C:6]2[CH:11]=[C:10]([C:12]([NH2:14])=[O:13])[CH:9]=[CH:8][N:7]=2)[N:3]=[CH:2]1.Br[CH2:16][CH2:17][C:18]1[CH:23]=[CH:22][CH:21]=[CH:20][C:19]=1[Cl:24].C([O-])([O-])=O.[K+].[K+]. The catalyst is CN(C=O)C. The product is [Cl:24][C:19]1[CH:20]=[CH:21][CH:22]=[CH:23][C:18]=1[CH2:17][CH2:16][N:1]1[CH:5]=[C:4]([C:6]2[CH:11]=[C:10]([C:12]([NH2:14])=[O:13])[CH:9]=[CH:8][N:7]=2)[N:3]=[CH:2]1. The yield is 0.330. (4) The reactants are [C:1]([SiH2:5][O:6][C:7]([CH3:16])([CH3:15])[C:8]1([CH2:13][OH:14])[CH2:12][CH2:11][CH2:10][CH2:9]1)([CH3:4])([CH3:3])[CH3:2].CC(OI1(OC(C)=O)(OC(C)=O)OC(=O)C2C=CC=CC1=2)=O. The catalyst is C(Cl)Cl. The product is [C:1]([SiH2:5][O:6][C:7]([CH3:16])([CH3:15])[C:8]1([CH:13]=[O:14])[CH2:9][CH2:10][CH2:11][CH2:12]1)([CH3:4])([CH3:3])[CH3:2]. The yield is 0.640. (5) The reactants are [NH2:1][C:2]1[N:3]=[C:4]([N:13]2[CH2:18][CH2:17][O:16][CH2:15][CH2:14]2)[C:5]2[N:11]=[C:10](Cl)[CH:9]=[CH:8][C:6]=2[N:7]=1.C(=O)([O-])[O-].[K+].[K+].[Br:25][C:26]1[CH:31]=[CH:30][CH:29]=[CH:28][C:27]=1B(O)O. The catalyst is O1CCOCC1.O.C1C=CC([P]([Pd]([P](C2C=CC=CC=2)(C2C=CC=CC=2)C2C=CC=CC=2)([P](C2C=CC=CC=2)(C2C=CC=CC=2)C2C=CC=CC=2)[P](C2C=CC=CC=2)(C2C=CC=CC=2)C2C=CC=CC=2)(C2C=CC=CC=2)C2C=CC=CC=2)=CC=1. The product is [NH2:1][C:2]1[N:3]=[C:4]([N:13]2[CH2:18][CH2:17][O:16][CH2:15][CH2:14]2)[C:5]2[N:11]=[C:10]([C:27]3[CH:28]=[CH:29][CH:30]=[CH:31][C:26]=3[Br:25])[CH:9]=[CH:8][C:6]=2[N:7]=1. The yield is 0.300. (6) The reactants are C([Si](C)(C)[O:6][CH:7]1[CH2:12][CH2:11][CH:10]([N:13]2[CH2:17][CH2:16][CH2:15][C:14]2=[O:18])[CH2:9][CH2:8]1)(C)(C)C.Br[CH2:22][C:23]1[O:24][C:25]2[CH:32]=[CH:31][CH:30]=[CH:29][C:26]=2[C:27]=1[CH3:28]. No catalyst specified. The product is [OH:6][CH:7]1[CH2:8][CH2:9][CH:10]([N:13]2[CH2:17][CH2:16][CH:15]([CH2:22][C:23]3[O:24][C:25]4[CH:32]=[CH:31][CH:30]=[CH:29][C:26]=4[C:27]=3[CH3:28])[C:14]2=[O:18])[CH2:11][CH2:12]1. The yield is 0.540. (7) The catalyst is ClCCl. The product is [CH3:1][C:2]1[N:3]([CH:18]([CH:20]([O:22][S:30]([C:27]2[CH:28]=[CH:29][C:24]([CH3:23])=[CH:25][CH:26]=2)(=[O:32])=[O:31])[CH3:21])[CH3:19])[C:4]2[C:9]([C:10]=1[C:11]([O:13][C:14]([CH3:15])([CH3:17])[CH3:16])=[O:12])=[CH:8][CH:7]=[CH:6][CH:5]=2. The reactants are [CH3:1][C:2]1[N:3]([CH:18]([C:20](=[O:22])[CH3:21])[CH3:19])[C:4]2[C:9]([C:10]=1[C:11]([O:13][C:14]([CH3:17])([CH3:16])[CH3:15])=[O:12])=[CH:8][CH:7]=[CH:6][CH:5]=2.[CH3:23][C:24]1[CH:29]=[CH:28][C:27]([S:30](Cl)(=[O:32])=[O:31])=[CH:26][CH:25]=1.N12CCN(CC1)CC2.O. The yield is 0.960.